This data is from Peptide-MHC class II binding affinity with 134,281 pairs from IEDB. The task is: Regression. Given a peptide amino acid sequence and an MHC pseudo amino acid sequence, predict their binding affinity value. This is MHC class II binding data. (1) The peptide sequence is LVKFVAGDGDVVAVD. The MHC is DRB1_1501 with pseudo-sequence DRB1_1501. The binding affinity (normalized) is 0.180. (2) The peptide sequence is EEDIEIIPIQEEEY. The MHC is HLA-DPA10201-DPB10101 with pseudo-sequence HLA-DPA10201-DPB10101. The binding affinity (normalized) is 0.544. (3) The peptide sequence is LAWLVQASANSAAMA. The MHC is HLA-DPA10301-DPB10402 with pseudo-sequence HLA-DPA10301-DPB10402. The binding affinity (normalized) is 0.395. (4) The peptide sequence is TLWQRPFVTIKIGGQLKEAL. The MHC is DRB1_0101 with pseudo-sequence DRB1_0101. The binding affinity (normalized) is 0.669. (5) The peptide sequence is AAAQASAAAAAYEAA. The MHC is HLA-DPA10201-DPB10501 with pseudo-sequence HLA-DPA10201-DPB10501. The binding affinity (normalized) is 0.745. (6) The binding affinity (normalized) is 0.208. The peptide sequence is GTILVKVEYKGEDAP. The MHC is DRB5_0101 with pseudo-sequence DRB5_0101. (7) The peptide sequence is PFCSHHFHELQLKDG. The MHC is DRB1_0301 with pseudo-sequence DRB1_0301. The binding affinity (normalized) is 0.284.